This data is from Catalyst prediction with 721,799 reactions and 888 catalyst types from USPTO. The task is: Predict which catalyst facilitates the given reaction. Reactant: [C:1]1([SH:7])[CH:6]=[CH:5][CH:4]=[CH:3][CH:2]=1.[H-].[Na+].[N:10]1([C:16]([N:18]2[CH2:23][CH:22]([C:24]3[CH:29]=[CH:28][C:27]([C:30]([F:33])([F:32])[F:31])=[CH:26][CH:25]=3)[CH2:21][CH:20]([CH2:34]S([O-])(=O)=O)[CH2:19]2)=[O:17])[CH2:15][CH2:14][O:13][CH2:12][CH2:11]1.O. Product: [N:10]1([C:16]([N:18]2[CH2:23][CH:22]([C:24]3[CH:29]=[CH:28][C:27]([C:30]([F:33])([F:31])[F:32])=[CH:26][CH:25]=3)[CH2:21][CH:20]([CH2:34][S:7][C:1]3[CH:6]=[CH:5][CH:4]=[CH:3][CH:2]=3)[CH2:19]2)=[O:17])[CH2:15][CH2:14][O:13][CH2:12][CH2:11]1. The catalyst class is: 3.